From a dataset of Forward reaction prediction with 1.9M reactions from USPTO patents (1976-2016). Predict the product of the given reaction. (1) Given the reactants [H-].[Na+].[C:3]([O:13][C:14]([CH3:17])([CH3:16])[CH3:15])(=[O:12])[CH2:4][C:5]([O:7][C:8]([CH3:11])([CH3:10])[CH3:9])=[O:6].[Br:18][C:19]1[CH:26]=[C:25](F)[CH:24]=[CH:23][C:20]=1[C:21]#[N:22].O, predict the reaction product. The product is: [Br:18][C:19]1[CH:26]=[C:25]([CH:4]([C:5]([O:7][C:8]([CH3:9])([CH3:10])[CH3:11])=[O:6])[C:3]([O:13][C:14]([CH3:17])([CH3:16])[CH3:15])=[O:12])[CH:24]=[CH:23][C:20]=1[C:21]#[N:22]. (2) Given the reactants [CH3:1][N:2]1[CH2:33][CH2:32][CH2:31][C@:3]1([CH3:34])[C:4]([NH:6][C@H:7]([C:11]([N:13]([C@@H:15]([C@@H:27]([CH3:30])[CH2:28][CH3:29])[C@H:16]([O:25][CH3:26])[CH2:17][C:18]([O:20]C(C)(C)C)=[O:19])[CH3:14])=[O:12])[CH:8]([CH3:10])[CH3:9])=[O:5].FC(F)(F)C(O)=O, predict the reaction product. The product is: [CH3:1][N:2]1[CH2:33][CH2:32][CH2:31][C@:3]1([CH3:34])[C:4]([NH:6][C@H:7]([C:11]([N:13]([C@@H:15]([C@@H:27]([CH3:30])[CH2:28][CH3:29])[C@H:16]([O:25][CH3:26])[CH2:17][C:18]([OH:20])=[O:19])[CH3:14])=[O:12])[CH:8]([CH3:10])[CH3:9])=[O:5].